From a dataset of Forward reaction prediction with 1.9M reactions from USPTO patents (1976-2016). Predict the product of the given reaction. (1) Given the reactants C([NH:8][CH2:9][C@H:10]1[CH2:14][O:13][C:12]([CH3:16])([CH3:15])[N:11]1[C:17]([O:19][C:20]([CH3:23])([CH3:22])[CH3:21])=[O:18])C1C=CC=CC=1, predict the reaction product. The product is: [NH2:8][CH2:9][C@H:10]1[CH2:14][O:13][C:12]([CH3:15])([CH3:16])[N:11]1[C:17]([O:19][C:20]([CH3:23])([CH3:22])[CH3:21])=[O:18]. (2) The product is: [F:9][C:10]1[CH:15]=[CH:14][CH:13]=[C:12]([O:6][CH2:1][C:2]([CH3:5])([CH3:4])[CH3:3])[N:11]=1. Given the reactants [CH2:1]([OH:6])[C:2]([CH3:5])([CH3:4])[CH3:3].[H-].[Na+].[F:9][C:10]1[CH:15]=[CH:14][CH:13]=[C:12](F)[N:11]=1, predict the reaction product. (3) Given the reactants FC(F)(F)S(O[C:7]1[CH2:8][CH2:9][CH2:10][N:11]([C:13]([O:15][C:16]([CH3:19])([CH3:18])[CH3:17])=[O:14])[CH:12]=1)(=O)=O.[CH3:22][N:23]1[C:27](B(O)O)=[CH:26][CH:25]=[N:24]1.C([O-])([O-])=O.[Na+].[Na+], predict the reaction product. The product is: [CH3:22][N:23]1[C:27]([C:7]2[CH2:8][CH2:9][CH2:10][N:11]([C:13]([O:15][C:16]([CH3:19])([CH3:18])[CH3:17])=[O:14])[CH:12]=2)=[CH:26][CH:25]=[N:24]1. (4) The product is: [C:19]([O:22][CH2:1][S:2][C:4]1[CH:9]=[CH:8][C:7]([C:10]2[N:11]=[C:12]([NH:15][C:16](=[O:18])[CH3:17])[S:13][CH:14]=2)=[CH:6][CH:5]=1)(=[O:21])[CH3:20]. Given the reactants [CH3:1][S:2]([C:4]1[CH:9]=[CH:8][C:7]([C:10]2[N:11]=[C:12]([NH:15][C:16](=[O:18])[CH3:17])[S:13][CH:14]=2)=[CH:6][CH:5]=1)=O.[C:19]([O-:22])(=[O:21])[CH3:20].[Na+].C(OC(=O)C)(=O)C, predict the reaction product. (5) Given the reactants Cl.[F:2][C:3]1[CH:4]=[C:5]([C:9]2([N:19]([CH3:21])[CH3:20])[CH2:18][CH2:17][C:12]3(OCC[O:13]3)[CH2:11][CH2:10]2)[CH:6]=[CH:7][CH:8]=1.Cl, predict the reaction product. The product is: [CH3:20][N:19]([CH3:21])[C:9]1([C:5]2[CH:6]=[CH:7][CH:8]=[C:3]([F:2])[CH:4]=2)[CH2:18][CH2:17][C:12](=[O:13])[CH2:11][CH2:10]1. (6) Given the reactants [NH:1]1[C:9]2[C:4](=[CH:5][CH:6]=[CH:7][N:8]=2)[CH:3]=[CH:2]1.[NH:10]1[CH2:14][CH2:13][CH2:12][CH2:11]1, predict the reaction product. The product is: [CH2:13]1[CH:14]2[N:10]([CH2:2][CH:3]=[C:4]([C:3]3[C:4]4[C:9](=[N:8][CH:7]=[CH:6][CH:5]=4)[NH:1][CH:2]=3)[CH2:5]2)[CH2:11][CH2:12]1. (7) Given the reactants [C:1]([C:4]1[S:8][C:7]([NH2:9])=[N:6][C:5]=1[CH3:10])(=[O:3])[CH3:2].C(N(CC)CC)C.Cl[CH2:19][CH2:20][N:21]=[C:22]=[O:23], predict the reaction product. The product is: [C:1]([C:4]1[S:8][C:7]([N:9]2[CH2:19][CH2:20][NH:21][C:22]2=[O:23])=[N:6][C:5]=1[CH3:10])(=[O:3])[CH3:2]. (8) Given the reactants [Cl:1][C:2]1[CH:7]=[CH:6][C:5]([C:8]([C:14]2[C:22]3[C:17](=[C:18]([CH2:23][S:24][CH3:25])[CH:19]=[CH:20][CH:21]=3)[NH:16][CH:15]=2)([CH2:12][CH3:13])[CH2:9][CH2:10][OH:11])=[CH:4][CH:3]=1.ClCCl.ClC1C=CC=C(C(OO)=[O:37])C=1, predict the reaction product. The product is: [Cl:1][C:2]1[CH:3]=[CH:4][C:5]([C:8]([C:14]2[C:22]3[C:17](=[C:18]([CH2:23][S:24]([CH3:25])=[O:37])[CH:19]=[CH:20][CH:21]=3)[NH:16][CH:15]=2)([CH2:12][CH3:13])[CH2:9][CH2:10][OH:11])=[CH:6][CH:7]=1.